Dataset: NCI-60 drug combinations with 297,098 pairs across 59 cell lines. Task: Regression. Given two drug SMILES strings and cell line genomic features, predict the synergy score measuring deviation from expected non-interaction effect. (1) Drug 1: CCC1=C2CN3C(=CC4=C(C3=O)COC(=O)C4(CC)O)C2=NC5=C1C=C(C=C5)O. Drug 2: C1CNP(=O)(OC1)N(CCCl)CCCl. Cell line: HCT-15. Synergy scores: CSS=28.0, Synergy_ZIP=-1.23, Synergy_Bliss=0.949, Synergy_Loewe=-44.6, Synergy_HSA=1.27. (2) Drug 1: C1CC(C1)(C(=O)O)C(=O)O.[NH2-].[NH2-].[Pt+2]. Drug 2: CCC1(C2=C(COC1=O)C(=O)N3CC4=CC5=C(C=CC(=C5CN(C)C)O)N=C4C3=C2)O.Cl. Cell line: BT-549. Synergy scores: CSS=15.4, Synergy_ZIP=-1.83, Synergy_Bliss=-0.612, Synergy_Loewe=-9.72, Synergy_HSA=-0.171. (3) Drug 1: C1C(C(OC1N2C=C(C(=O)NC2=O)F)CO)O. Drug 2: CCCCC(=O)OCC(=O)C1(CC(C2=C(C1)C(=C3C(=C2O)C(=O)C4=C(C3=O)C=CC=C4OC)O)OC5CC(C(C(O5)C)O)NC(=O)C(F)(F)F)O. Cell line: MOLT-4. Synergy scores: CSS=77.0, Synergy_ZIP=2.46, Synergy_Bliss=1.76, Synergy_Loewe=1.74, Synergy_HSA=4.74. (4) Drug 1: C1=CC=C(C=C1)NC(=O)CCCCCCC(=O)NO. Drug 2: CN(CC1=CN=C2C(=N1)C(=NC(=N2)N)N)C3=CC=C(C=C3)C(=O)NC(CCC(=O)O)C(=O)O. Cell line: MDA-MB-435. Synergy scores: CSS=28.5, Synergy_ZIP=0.105, Synergy_Bliss=1.85, Synergy_Loewe=-41.6, Synergy_HSA=0.260. (5) Drug 1: C1=NNC2=C1C(=O)NC=N2. Drug 2: CCN(CC)CCCC(C)NC1=C2C=C(C=CC2=NC3=C1C=CC(=C3)Cl)OC. Cell line: IGROV1. Synergy scores: CSS=1.63, Synergy_ZIP=-0.739, Synergy_Bliss=0.830, Synergy_Loewe=-0.287, Synergy_HSA=-0.237. (6) Drug 1: CC1C(C(CC(O1)OC2CC(CC3=C2C(=C4C(=C3O)C(=O)C5=C(C4=O)C(=CC=C5)OC)O)(C(=O)CO)O)N)O.Cl. Drug 2: C1CC(=O)NC(=O)C1N2C(=O)C3=CC=CC=C3C2=O. Cell line: NCI-H522. Synergy scores: CSS=0.849, Synergy_ZIP=3.37, Synergy_Bliss=6.25, Synergy_Loewe=6.23, Synergy_HSA=4.70. (7) Drug 1: C1C(C(OC1N2C=NC3=C2NC=NCC3O)CO)O. Drug 2: N.N.Cl[Pt+2]Cl. Cell line: UO-31. Synergy scores: CSS=11.7, Synergy_ZIP=-6.26, Synergy_Bliss=-2.48, Synergy_Loewe=-0.259, Synergy_HSA=-0.241. (8) Drug 1: C1=NC2=C(N1)C(=S)N=C(N2)N. Drug 2: N.N.Cl[Pt+2]Cl. Cell line: UACC-257. Synergy scores: CSS=6.52, Synergy_ZIP=-4.40, Synergy_Bliss=-2.47, Synergy_Loewe=-16.9, Synergy_HSA=-4.85.